From a dataset of NCI-60 drug combinations with 297,098 pairs across 59 cell lines. Regression. Given two drug SMILES strings and cell line genomic features, predict the synergy score measuring deviation from expected non-interaction effect. (1) Drug 1: CCC1=CC2CC(C3=C(CN(C2)C1)C4=CC=CC=C4N3)(C5=C(C=C6C(=C5)C78CCN9C7C(C=CC9)(C(C(C8N6C)(C(=O)OC)O)OC(=O)C)CC)OC)C(=O)OC.C(C(C(=O)O)O)(C(=O)O)O. Drug 2: C1CN1P(=S)(N2CC2)N3CC3. Cell line: OVCAR3. Synergy scores: CSS=57.1, Synergy_ZIP=-2.53, Synergy_Bliss=-2.77, Synergy_Loewe=-25.7, Synergy_HSA=-2.10. (2) Drug 1: CC1C(C(=O)NC(C(=O)N2CCCC2C(=O)N(CC(=O)N(C(C(=O)O1)C(C)C)C)C)C(C)C)NC(=O)C3=C4C(=C(C=C3)C)OC5=C(C(=O)C(=C(C5=N4)C(=O)NC6C(OC(=O)C(N(C(=O)CN(C(=O)C7CCCN7C(=O)C(NC6=O)C(C)C)C)C)C(C)C)C)N)C. Drug 2: CC1=C(C(CCC1)(C)C)C=CC(=CC=CC(=CC(=O)O)C)C. Cell line: A498. Synergy scores: CSS=5.23, Synergy_ZIP=-4.48, Synergy_Bliss=1.04, Synergy_Loewe=-4.67, Synergy_HSA=1.42. (3) Drug 1: CC1C(C(CC(O1)OC2CC(CC3=C2C(=C4C(=C3O)C(=O)C5=C(C4=O)C(=CC=C5)OC)O)(C(=O)CO)O)N)O.Cl. Drug 2: C1=NC2=C(N1)C(=S)N=C(N2)N. Cell line: NCI-H522. Synergy scores: CSS=24.5, Synergy_ZIP=-1.76, Synergy_Bliss=0.856, Synergy_Loewe=-4.68, Synergy_HSA=0.620. (4) Drug 1: C1=CC(=CC=C1CCC2=CNC3=C2C(=O)NC(=N3)N)C(=O)NC(CCC(=O)O)C(=O)O. Drug 2: C1=CC(=C2C(=C1NCCNCCO)C(=O)C3=C(C=CC(=C3C2=O)O)O)NCCNCCO. Cell line: NCI-H226. Synergy scores: CSS=42.2, Synergy_ZIP=-0.458, Synergy_Bliss=0.726, Synergy_Loewe=-2.56, Synergy_HSA=5.28. (5) Synergy scores: CSS=3.39, Synergy_ZIP=-0.269, Synergy_Bliss=2.29, Synergy_Loewe=4.43, Synergy_HSA=3.03. Cell line: TK-10. Drug 1: CC1=C2C(C(=O)C3(C(CC4C(C3C(C(C2(C)C)(CC1OC(=O)C(C(C5=CC=CC=C5)NC(=O)OC(C)(C)C)O)O)OC(=O)C6=CC=CC=C6)(CO4)OC(=O)C)O)C)O. Drug 2: C1CC(=O)NC(=O)C1N2C(=O)C3=CC=CC=C3C2=O. (6) Drug 1: C(=O)(N)NO. Drug 2: CCN(CC)CCCC(C)NC1=C2C=C(C=CC2=NC3=C1C=CC(=C3)Cl)OC. Cell line: MALME-3M. Synergy scores: CSS=0.734, Synergy_ZIP=0.148, Synergy_Bliss=-0.443, Synergy_Loewe=-3.15, Synergy_HSA=-1.93. (7) Drug 1: CC1=C(N=C(N=C1N)C(CC(=O)N)NCC(C(=O)N)N)C(=O)NC(C(C2=CN=CN2)OC3C(C(C(C(O3)CO)O)O)OC4C(C(C(C(O4)CO)O)OC(=O)N)O)C(=O)NC(C)C(C(C)C(=O)NC(C(C)O)C(=O)NCCC5=NC(=CS5)C6=NC(=CS6)C(=O)NCCC[S+](C)C)O. Drug 2: CCCCC(=O)OCC(=O)C1(CC(C2=C(C1)C(=C3C(=C2O)C(=O)C4=C(C3=O)C=CC=C4OC)O)OC5CC(C(C(O5)C)O)NC(=O)C(F)(F)F)O. Cell line: NCI-H322M. Synergy scores: CSS=4.15, Synergy_ZIP=-4.82, Synergy_Bliss=-7.88, Synergy_Loewe=-8.01, Synergy_HSA=-7.25. (8) Drug 1: CC1=C2C(C(=O)C3(C(CC4C(C3C(C(C2(C)C)(CC1OC(=O)C(C(C5=CC=CC=C5)NC(=O)OC(C)(C)C)O)O)OC(=O)C6=CC=CC=C6)(CO4)OC(=O)C)OC)C)OC. Drug 2: COC1=C(C=C2C(=C1)N=CN=C2NC3=CC(=C(C=C3)F)Cl)OCCCN4CCOCC4. Cell line: MCF7. Synergy scores: CSS=57.9, Synergy_ZIP=11.6, Synergy_Bliss=11.6, Synergy_Loewe=14.8, Synergy_HSA=15.7. (9) Drug 1: CC1C(C(=O)NC(C(=O)N2CCCC2C(=O)N(CC(=O)N(C(C(=O)O1)C(C)C)C)C)C(C)C)NC(=O)C3=C4C(=C(C=C3)C)OC5=C(C(=O)C(=C(C5=N4)C(=O)NC6C(OC(=O)C(N(C(=O)CN(C(=O)C7CCCN7C(=O)C(NC6=O)C(C)C)C)C)C(C)C)C)N)C. Drug 2: C1CN1C2=NC(=NC(=N2)N3CC3)N4CC4. Cell line: SF-268. Synergy scores: CSS=33.9, Synergy_ZIP=-7.16, Synergy_Bliss=2.17, Synergy_Loewe=3.03, Synergy_HSA=5.63. (10) Drug 1: CN1CCC(CC1)COC2=C(C=C3C(=C2)N=CN=C3NC4=C(C=C(C=C4)Br)F)OC. Drug 2: CNC(=O)C1=NC=CC(=C1)OC2=CC=C(C=C2)NC(=O)NC3=CC(=C(C=C3)Cl)C(F)(F)F. Cell line: NCIH23. Synergy scores: CSS=2.70, Synergy_ZIP=-11.3, Synergy_Bliss=-7.45, Synergy_Loewe=-15.3, Synergy_HSA=-7.49.